This data is from NCI-60 drug combinations with 297,098 pairs across 59 cell lines. The task is: Regression. Given two drug SMILES strings and cell line genomic features, predict the synergy score measuring deviation from expected non-interaction effect. (1) Cell line: PC-3. Synergy scores: CSS=16.5, Synergy_ZIP=-4.17, Synergy_Bliss=0.210, Synergy_Loewe=-9.82, Synergy_HSA=-1.06. Drug 1: C1=CC=C(C=C1)NC(=O)CCCCCCC(=O)NO. Drug 2: CN(C(=O)NC(C=O)C(C(C(CO)O)O)O)N=O. (2) Drug 1: C1=CC=C(C=C1)NC(=O)CCCCCCC(=O)NO. Drug 2: CC1C(C(CC(O1)OC2CC(OC(C2O)C)OC3=CC4=CC5=C(C(=O)C(C(C5)C(C(=O)C(C(C)O)O)OC)OC6CC(C(C(O6)C)O)OC7CC(C(C(O7)C)O)OC8CC(C(C(O8)C)O)(C)O)C(=C4C(=C3C)O)O)O)O. Cell line: M14. Synergy scores: CSS=46.8, Synergy_ZIP=0.0745, Synergy_Bliss=1.28, Synergy_Loewe=-11.0, Synergy_HSA=-1.47.